Dataset: Forward reaction prediction with 1.9M reactions from USPTO patents (1976-2016). Task: Predict the product of the given reaction. Given the reactants [Cl:1][C:2]1[CH:3]=[C:4]2[C:8](=[CH:9][CH:10]=1)[NH:7][C:6]([C:11](O)=[O:12])=[C:5]2[C:14]1[CH:19]=[CH:18][CH:17]=[CH:16][CH:15]=1.[CH3:20][N:21]1[CH2:26][CH2:25][N:24]([CH2:27][CH2:28][NH2:29])[CH2:23][CH2:22]1.CN(C(ON1N=NC2C=CC=NC1=2)=[N+](C)C)C.F[P-](F)(F)(F)(F)F.C(N(C(C)C)CC)(C)C, predict the reaction product. The product is: [Cl:1][C:2]1[CH:3]=[C:4]2[C:8](=[CH:9][CH:10]=1)[NH:7][C:6]([C:11]([NH:29][CH2:28][CH2:27][N:24]1[CH2:25][CH2:26][N:21]([CH3:20])[CH2:22][CH2:23]1)=[O:12])=[C:5]2[C:14]1[CH:15]=[CH:16][CH:17]=[CH:18][CH:19]=1.